From a dataset of Forward reaction prediction with 1.9M reactions from USPTO patents (1976-2016). Predict the product of the given reaction. (1) Given the reactants N(C(C)C)C(C)C.[Li]CCCC.CC(C)=O.C(=O)=O.[CH2:20]([N:24]1[C:32]2[C:27](=[CH:28][CH:29]=[C:30]([O:33][CH3:34])[CH:31]=2)[C:26]([C:35]#[N:36])=[CH:25]1)[CH2:21][CH2:22][CH3:23].B(OC)(OC)OC.I[C:45]1[CH:51]=[CH:50][C:48]([NH2:49])=[CH:47][CH:46]=1, predict the reaction product. The product is: [NH2:49][C:48]1[CH:50]=[CH:51][C:45]([C:25]2[N:24]([CH2:20][CH2:21][CH2:22][CH3:23])[C:32]3[C:27]([C:26]=2[C:35]#[N:36])=[CH:28][CH:29]=[C:30]([O:33][CH3:34])[CH:31]=3)=[CH:46][CH:47]=1. (2) Given the reactants C(OC([NH:8][CH2:9][CH2:10][CH2:11][CH:12]([NH:16][C:17]([C:19]1[C:20](=[O:36])[N:21]([CH2:25][C:26]2[CH:31]=[CH:30][CH:29]=[C:28]([C:32]([F:35])([F:34])[F:33])[CH:27]=2)[CH:22]=[CH:23][CH:24]=1)=[O:18])[C:13]([OH:15])=[O:14])=O)(C)(C)C.[C:37]([OH:43])([C:39]([F:42])([F:41])[F:40])=[O:38], predict the reaction product. The product is: [NH2:8][CH2:9][CH2:10][CH2:11][C@H:12]([NH:16][C:17]([C:19]1[C:20](=[O:36])[N:21]([CH2:25][C:26]2[CH:31]=[CH:30][CH:29]=[C:28]([C:32]([F:33])([F:34])[F:35])[CH:27]=2)[CH:22]=[CH:23][CH:24]=1)=[O:18])[C:13]([OH:15])=[O:14].[C:37]([OH:43])([C:39]([F:42])([F:41])[F:40])=[O:38]. (3) Given the reactants [NH2:1][CH2:2][CH2:3][C:4]1[CH:5]=[C:6]([NH:10][C:11]([NH:13][CH2:14][C:15]2[CH:20]=[CH:19][C:18](F)=[CH:17]C=2)=[O:12])[CH:7]=[CH:8][CH:9]=1.C(#N)C.C(OC(C)C)(C)C, predict the reaction product. The product is: [NH2:1][CH2:2][CH2:3][C:4]1[CH:5]=[C:6]([NH:10][C:11]([NH:13][CH:14]2[CH2:15][CH2:20][CH2:19][CH2:18][CH2:17]2)=[O:12])[CH:7]=[CH:8][CH:9]=1. (4) Given the reactants [CH:1]1([OH:5])[CH2:4][CH2:3][CH2:2]1.[CH3:6][N:7]([CH3:30])[C:8]([C:10]1[CH:19]=[C:18]2[C:13]([CH:14]=[C:15]([NH:21][C:22]3[CH:26]=[C:25]([CH3:27])[NH:24][N:23]=3)[N:16]=[C:17]2Cl)=[CH:12][C:11]=1[O:28][CH3:29])=[O:9], predict the reaction product. The product is: [CH3:30][N:7]([CH3:6])[C:8]([C:10]1[CH:19]=[C:18]2[C:13]([CH:14]=[C:15]([NH:21][C:22]3[CH:26]=[C:25]([CH3:27])[NH:24][N:23]=3)[N:16]=[C:17]2[O:5][CH:1]2[CH2:4][CH2:3][CH2:2]2)=[CH:12][C:11]=1[O:28][CH3:29])=[O:9].